Dataset: Reaction yield outcomes from USPTO patents with 853,638 reactions. Task: Predict the reaction yield, written as a fraction of the theoretical maximum amount of product (1.0 means a 100% yield; for example, 0.34 means a 34% yield). (1) The reactants are [NH:1]1[C:5]2[CH:6]=[CH:7][C:8]([C:10]([N:12]3[C@@H:21]4[C@@H:16]([C:17]5[CH:25]=[CH:24][C:23]([C:26]([OH:28])=O)=[CH:22][C:18]=5[CH2:19][CH2:20]4)[CH2:15][CH2:14][CH2:13]3)=[O:11])=[CH:9][C:4]=2[N:3]=[CH:2]1.[CH3:29][NH2:30]. No catalyst specified. The product is [CH3:29][NH:30][C:26]([C:23]1[CH:24]=[CH:25][C:17]2[C@@H:16]3[C@H:21]([CH2:20][CH2:19][C:18]=2[CH:22]=1)[N:12]([C:10]([C:8]1[CH:7]=[CH:6][C:5]2[NH:1][CH:2]=[N:3][C:4]=2[CH:9]=1)=[O:11])[CH2:13][CH2:14][CH2:15]3)=[O:28]. The yield is 0.750. (2) The reactants are [Cl:1][C:2]1[C:3]([F:32])=[C:4]([CH:29]=[CH:30][CH:31]=1)[NH:5][C:6]1[C:15]2[C:10](=[CH:11][C:12]([O:27][CH3:28])=[C:13]([O:16][CH2:17][C@@H:18]3[CH2:22][CH2:21][CH2:20][N:19]3[C:23](=[O:26])[CH2:24]Cl)[CH:14]=2)[N:9]=[CH:8][N:7]=1.[NH:33]1[CH2:37][CH2:36][CH2:35][CH2:34]1. No catalyst specified. The product is [Cl:1][C:2]1[C:3]([F:32])=[C:4]([CH:29]=[CH:30][CH:31]=1)[NH:5][C:6]1[C:15]2[C:10](=[CH:11][C:12]([O:27][CH3:28])=[C:13]([O:16][CH2:17][C@@H:18]3[CH2:22][CH2:21][CH2:20][N:19]3[C:23](=[O:26])[CH2:24][N:33]3[CH2:37][CH2:36][CH2:35][CH2:34]3)[CH:14]=2)[N:9]=[CH:8][N:7]=1. The yield is 0.500. (3) The product is [NH:1]([C:30]([CH3:32])=[O:31])[C@H:2]([C:7]([NH:9][C@H:10]([C:15]([NH:17][C@H:18]([C:26]([OH:28])=[O:27])[CH2:19][C:20]1[CH:21]=[CH:22][CH:23]=[CH:24][CH:25]=1)=[O:16])[CH2:11][CH:12]([CH3:13])[CH3:14])=[O:8])[CH2:3][CH:4]([CH3:6])[CH3:5]. The yield is 0.940. The reactants are [NH:1]([C:30]([CH3:32])=[O:31])[C@H:2]([C:7]([NH:9][C@H:10]([C:15]([NH:17][C@H:18]([C:26]([O:28]C)=[O:27])[CH2:19][C:20]1[CH:25]=[CH:24][CH:23]=[CH:22][CH:21]=1)=[O:16])[CH2:11][CH:12]([CH3:14])[CH3:13])=[O:8])[CH2:3][CH:4]([CH3:6])[CH3:5].[OH-].[Na+]. The catalyst is CO. (4) The reactants are [Cl:1][C:2]1[CH:19]=[CH:18][C:5]2=[N:6][N:7]([C:9]3[CH:14]=[CH:13][C:12]([N+:15]([O-])=O)=[CH:11][CH:10]=3)[N:8]=[C:4]2[CH:3]=1.[Sn](Cl)Cl. The catalyst is C(O)C. The product is [Cl:1][C:2]1[CH:19]=[CH:18][C:5]2=[N:6][N:7]([C:9]3[CH:10]=[CH:11][C:12]([NH2:15])=[CH:13][CH:14]=3)[N:8]=[C:4]2[CH:3]=1. The yield is 0.630. (5) The reactants are BrC1C=C[C:5](NCC(OC)=O)=[N:6]C=1.[CH3:14][N:15]1[C:23]2[C:18](=[CH:19][CH:20]=[CH:21][C:22]=2[CH3:24])[C:17]([CH:25]=O)=[C:16]1[CH3:27].CN1C2C(=CC=CC=2)C(C)=C1C=O. No catalyst specified. The product is [CH3:5][NH:6][CH2:25][C:17]1[C:18]2[C:23](=[C:22]([CH3:24])[CH:21]=[CH:20][CH:19]=2)[N:15]([CH3:14])[C:16]=1[CH3:27]. The yield is 0.710.